This data is from Catalyst prediction with 721,799 reactions and 888 catalyst types from USPTO. The task is: Predict which catalyst facilitates the given reaction. (1) Reactant: [C:1]([O:5][C:6]([NH:8][CH:9]1[CH2:14][CH2:13][CH2:12][CH:11]([C:15](O)=[O:16])[CH2:10]1)=[O:7])([CH3:4])([CH3:3])[CH3:2].C(N(CC)CC)C.ClC(OCC)=O.[BH4-].[Na+]. Product: [C:1]([O:5][C:6](=[O:7])[NH:8][CH:9]1[CH2:14][CH2:13][CH2:12][CH:11]([CH2:15][OH:16])[CH2:10]1)([CH3:4])([CH3:2])[CH3:3]. The catalyst class is: 83. (2) The catalyst class is: 83. Reactant: [O:1]1[C:5]2[CH:6]=[CH:7][CH:8]=[CH:9][C:4]=2[N:3]=[C:2]1[N:10]([CH2:21][CH2:22][CH2:23][CH3:24])[CH2:11][CH2:12][C:13]1[CH:20]=[CH:19][C:16]([C:17]#[N:18])=[CH:15][CH:14]=1.Cl.[NH2:26][OH:27].C(N(CC)CC)C.C(OCC)(=O)C. Product: [O:1]1[C:5]2[CH:6]=[CH:7][CH:8]=[CH:9][C:4]=2[N:3]=[C:2]1[N:10]([CH2:21][CH2:22][CH2:23][CH3:24])[CH2:11][CH2:12][C:13]1[CH:14]=[CH:15][C:16]([C:17]([NH:26][OH:27])=[NH:18])=[CH:19][CH:20]=1.